Predict the reactants needed to synthesize the given product. From a dataset of Retrosynthesis with 50K atom-mapped reactions and 10 reaction types from USPTO. (1) Given the product N[C@H]1CC[C@@H](Nc2ccnc3cc(Cl)ccc23)CC1, predict the reactants needed to synthesize it. The reactants are: Clc1ccc2c(Cl)ccnc2c1.N[C@H]1CC[C@@H](N)CC1. (2) Given the product CC(C)(C)N=NC1(NC(=S)NNC(C)(C)C)CCCCC1, predict the reactants needed to synthesize it. The reactants are: CC(C)(C)N=NC1(N=C=S)CCCCC1.CC(C)(C)NN. (3) Given the product CC(C)(C)OC(=O)N1CCN2C(=O)c3ccc(Cl)cc3OCC2C1, predict the reactants needed to synthesize it. The reactants are: CC(C)(C)OC(=O)N1CCN(C(=O)c2ccc(Cl)cc2F)C(CO)C1. (4) Given the product CCC(CC)C(NS(=O)(=O)c1ccc(Cl)s1)c1ccnn1-c1ccc(O)cc1, predict the reactants needed to synthesize it. The reactants are: CCC(CC)C(NS(=O)(=O)c1ccc(Cl)s1)c1ccnn1-c1ccc(OC)cc1. (5) Given the product COc1ccc2c(Oc3ccc(NC(=O)c4c(C)n(C[C@@H](C)OC(=O)CN)n(-c5ccccc5)c4=O)nc3)ccnc2c1, predict the reactants needed to synthesize it. The reactants are: COc1ccc2c(Oc3ccc(NC(=O)c4c(C)n(C[C@@H](C)OC(=O)CNC(=O)OC(C)(C)C)n(-c5ccccc5)c4=O)nc3)ccnc2c1. (6) Given the product CCOC(=O)CCCOc1cc2c(c(Cl)c1Cl)C(=O)C(C)(C1CCCC1)C2, predict the reactants needed to synthesize it. The reactants are: CC1(C2CCCC2)Cc2cc(OCCCC(=O)O)c(Cl)c(Cl)c2C1=O.CCO. (7) Given the product Clc1nccc(N2CCCc3ccccc32)n1, predict the reactants needed to synthesize it. The reactants are: Clc1ccnc(Cl)n1.c1ccc2c(c1)CCCN2.